Dataset: Forward reaction prediction with 1.9M reactions from USPTO patents (1976-2016). Task: Predict the product of the given reaction. Given the reactants [NH2:1][C@H:2]1[CH2:7][CH2:6][N:5]([CH2:8][CH:9]2[C:13]3=[C:14]([F:22])[CH:15]=[N:16][C:17]4[CH:18]=[CH:19][C:20](=[O:21])[N:11]([C:12]=43)[CH2:10]2)[CH2:4][C@H:3]1[F:23].[O:24]1[C:33]2[CH:32]=[C:31]([CH:34]=O)[N:30]=[CH:29][C:28]=2[O:27][CH2:26][CH2:25]1.[Cl:36]CCl.CO, predict the reaction product. The product is: [ClH:36].[O:24]1[C:33]2[CH:32]=[C:31]([CH2:34][NH:1][C@H:2]3[CH2:7][CH2:6][N:5]([CH2:8][CH:9]4[C:13]5=[C:14]([F:22])[CH:15]=[N:16][C:17]6[CH:18]=[CH:19][C:20](=[O:21])[N:11]([C:12]=65)[CH2:10]4)[CH2:4][C@H:3]3[F:23])[N:30]=[CH:29][C:28]=2[O:27][CH2:26][CH2:25]1.